Predict the reaction yield, written as a fraction of the theoretical maximum amount of product (1.0 means a 100% yield; for example, 0.34 means a 34% yield). From a dataset of Reaction yield outcomes from USPTO patents with 853,638 reactions. (1) The reactants are [NH2:1][C:2]1[C:11](Br)=[CH:10][CH:9]=[CH:8][C:3]=1[C:4]([O:6][CH3:7])=[O:5].[CH:13]([N:16]([CH:28]([CH3:30])[CH3:29])[C:17]([C:19]1[CH:24]=[CH:23][N:22]=[CH:21][C:20]=1B(O)O)=[O:18])([CH3:15])[CH3:14].C(=O)([O-])[O-].[Cs+].[Cs+].O. The catalyst is O1CCOCC1.C1C=CC(P(C2C=CC=CC=2)[C-]2C=CC=C2)=CC=1.C1C=CC(P(C2C=CC=CC=2)[C-]2C=CC=C2)=CC=1.Cl[Pd]Cl.[Fe+2]. The product is [NH2:1][C:2]1[C:11]([C:24]2[CH:23]=[N:22][CH:21]=[CH:20][C:19]=2[C:17](=[O:18])[N:16]([CH:28]([CH3:30])[CH3:29])[CH:13]([CH3:14])[CH3:15])=[CH:10][CH:9]=[CH:8][C:3]=1[C:4]([O:6][CH3:7])=[O:5]. The yield is 0.310. (2) The reactants are [CH3:1][O:2][C:3]1[CH:8]=[C:7]([C:9]2[C:17]3[C:12](=[N:13][CH:14]=[C:15]([C:18]4[CH:19]=[C:20]([NH:24][C:25](=[O:28])[CH:26]=[CH2:27])[CH:21]=[CH:22][CH:23]=4)[CH:16]=3)[N:11](S(C3C=CC(C)=CC=3)(=O)=O)[CH:10]=2)[CH:6]=[CH:5][N:4]=1.[OH-].[Li+]. The catalyst is O1CCOCC1. The product is [CH3:1][O:2][C:3]1[CH:8]=[C:7]([C:9]2[C:17]3[C:12](=[N:13][CH:14]=[C:15]([C:18]4[CH:19]=[C:20]([NH:24][C:25](=[O:28])[CH:26]=[CH2:27])[CH:21]=[CH:22][CH:23]=4)[CH:16]=3)[NH:11][CH:10]=2)[CH:6]=[CH:5][N:4]=1. The yield is 0.600.